This data is from Forward reaction prediction with 1.9M reactions from USPTO patents (1976-2016). The task is: Predict the product of the given reaction. (1) Given the reactants Br[C:2]1[CH:10]=[C:9]2[C:5]([C:6]([C:19]3[N:20]([CH2:36][O:37][CH2:38][CH2:39][Si:40]([CH3:43])([CH3:42])[CH3:41])[C:21]4[C:22]([N:35]=3)=[CH:23][C:24]3[C:25]([CH3:34])([CH3:33])[C:26](=[O:32])[N:27]([CH2:30][CH3:31])[C:28]=3[CH:29]=4)=[N:7][N:8]2[CH2:11][O:12][CH2:13][CH2:14][Si:15]([CH3:18])([CH3:17])[CH3:16])=[CH:4][CH:3]=1.[N+:44]([C:47]1[CH:52]=[CH:51][CH:50]=[C:49]([CH:53]=[CH2:54])[CH:48]=1)([O-:46])=[O:45].C1(C)C=CC=CC=1P(C1C=CC=CC=1C)C1C=CC=CC=1C.C(N(CC)CC)C, predict the reaction product. The product is: [CH2:30]([N:27]1[C:28]2[CH:29]=[C:21]3[N:20]([CH2:36][O:37][CH2:38][CH2:39][Si:40]([CH3:42])([CH3:41])[CH3:43])[C:19]([C:6]4[C:5]5[C:9](=[CH:10][C:2]([CH:54]=[CH:53][C:49]6[CH:50]=[CH:51][CH:52]=[C:47]([N+:44]([O-:46])=[O:45])[CH:48]=6)=[CH:3][CH:4]=5)[N:8]([CH2:11][O:12][CH2:13][CH2:14][Si:15]([CH3:17])([CH3:16])[CH3:18])[N:7]=4)=[N:35][C:22]3=[CH:23][C:24]=2[C:25]([CH3:34])([CH3:33])[C:26]1=[O:32])[CH3:31]. (2) Given the reactants [NH:1]1[CH2:5][CH2:4][CH2:3][CH2:2]1.C(N(CC)CC)C.[F:13][C:14]1[CH:19]=[CH:18][C:17]([N:20]2[C:29]3[C:24](=[CH:25][C:26]([F:31])=[C:27](F)[CH:28]=3)[C:23](=[O:32])[N:22]([O:33][CH2:34][C:35]3[CH:40]=[CH:39][CH:38]=[CH:37][CH:36]=3)[C:21]2=[O:41])=[CH:16][CH:15]=1, predict the reaction product. The product is: [F:13][C:14]1[CH:15]=[CH:16][C:17]([N:20]2[C:29]3[C:24](=[CH:25][C:26]([F:31])=[C:27]([N:1]4[CH2:5][CH2:4][CH2:3][CH2:2]4)[CH:28]=3)[C:23](=[O:32])[N:22]([O:33][CH2:34][C:35]3[CH:40]=[CH:39][CH:38]=[CH:37][CH:36]=3)[C:21]2=[O:41])=[CH:18][CH:19]=1. (3) Given the reactants [C:1]1([C:7]2[C:11]3[CH2:12][NH:13][CH2:14][CH2:15][C:10]=3[NH:9][N:8]=2)[CH:6]=[CH:5][CH:4]=[CH:3][CH:2]=1.[O:16]([CH2:23][C:24](O)=[O:25])[C:17]1[CH:22]=[CH:21][CH:20]=[CH:19][CH:18]=1.CN(C(ON1N=NC2C=CC=NC1=2)=[N+](C)C)C.F[P-](F)(F)(F)(F)F.CCN(C(C)C)C(C)C, predict the reaction product. The product is: [O:16]([CH2:23][C:24]([N:13]1[CH2:14][CH2:15][C:10]2[NH:9][N:8]=[C:7]([C:1]3[CH:2]=[CH:3][CH:4]=[CH:5][CH:6]=3)[C:11]=2[CH2:12]1)=[O:25])[C:17]1[CH:22]=[CH:21][CH:20]=[CH:19][CH:18]=1. (4) Given the reactants [NH2:1][C:2]1[CH:3]=[C:4]2[C:20](=[O:21])[NH:19][N:18]=[CH:17][C:6]3=[C:7]([C:11]4[CH:16]=[CH:15][CH:14]=[CH:13][CH:12]=4)[NH:8][C:9]([CH:10]=1)=[C:5]23.[CH3:22][C:23]([O:26][C:27]([NH:29][C@H:30]([CH2:34][C:35]1[CH:44]=[CH:43][C:42]2[C:37](=[CH:38][CH:39]=[CH:40][CH:41]=2)[CH:36]=1)[C:31](O)=[O:32])=[O:28])([CH3:25])[CH3:24].C(N(CC)CC)C.F[P-](F)(F)(F)(F)F.N1(OC(N(C)C)=[N+](C)C)C2N=CC=CC=2N=N1, predict the reaction product. The product is: [CH:36]1[C:37]2[C:42](=[CH:41][CH:40]=[CH:39][CH:38]=2)[CH:43]=[CH:44][C:35]=1[CH2:34][C@@H:30]([NH:29][C:27](=[O:28])[O:26][C:23]([CH3:24])([CH3:22])[CH3:25])[C:31](=[O:32])[NH:1][C:2]1[CH:3]=[C:4]2[C:20](=[O:21])[NH:19][N:18]=[CH:17][C:6]3=[C:7]([C:11]4[CH:12]=[CH:13][CH:14]=[CH:15][CH:16]=4)[NH:8][C:9]([CH:10]=1)=[C:5]23. (5) Given the reactants [C:1]([C:3]([C:6]1[CH:7]=[C:8]([CH:33]=[CH:34][CH:35]=1)[C:9]([NH:11][C:12]1[CH:13]=[CH:14][C:15]([CH3:32])=[C:16]([NH:18][C:19]([C:21]2[S:31][C:24]3=[N:25][C:26]([NH:29][CH3:30])=[CH:27][N:28]=[C:23]3[CH:22]=2)=[O:20])[CH:17]=1)=[O:10])([CH3:5])[CH3:4])#[N:2].ClC1N=C2SC(C(NC3C=C(NC(=O)C4C=CC=C(C(C#N)(C)C)C=4)C=CC=3C)=O)=CC2=NC=1.NC[CH2:72][N:73]1[CH2:78][CH2:77][O:76][CH2:75][CH2:74]1, predict the reaction product. The product is: [C:1]([C:3]([C:6]1[CH:7]=[C:8]([CH:33]=[CH:34][CH:35]=1)[C:9]([NH:11][C:12]1[CH:13]=[CH:14][C:15]([CH3:32])=[C:16]([NH:18][C:19]([C:21]2[S:31][C:24]3=[N:25][C:26]([NH:29][CH2:30][CH2:72][N:73]4[CH2:78][CH2:77][O:76][CH2:75][CH2:74]4)=[CH:27][N:28]=[C:23]3[CH:22]=2)=[O:20])[CH:17]=1)=[O:10])([CH3:5])[CH3:4])#[N:2]. (6) The product is: [P:6]([O:10][C@H:11]1[CH2:15][O:14][C@@H:13]2[C@H:16]([O:19][N+:20]([O-:22])=[O:21])[CH2:17][O:18][C@H:12]12)([O:8][CH3:9])([O:27][CH2:28][Cl:29])=[O:7]. Given the reactants C(=O)(O)[O-].[Na+].[P:6](O)([O:10][C@H:11]1[CH2:15][O:14][C@@H:13]2[C@H:16]([O:19][N+:20]([O-:22])=[O:21])[CH2:17][O:18][C@H:12]12)([O:8][CH3:9])=[O:7].S(Cl)([O:27][CH2:28][Cl:29])(=O)=O, predict the reaction product. (7) Given the reactants [C:1]([C:5]1[O:9][N:8]=[C:7]([NH:10][C:11](=[O:39])[CH2:12][C:13]2[CH:18]=[CH:17][C:16]([C:19]3[N:23]4[CH:24]=[CH:25][C:26]([C:28]5[CH:29]=[N:30][N:31](S(=O)(=O)N(C)C)[CH:32]=5)=[CH:27][C:22]4=[N:21][CH:20]=3)=[CH:15][CH:14]=2)[CH:6]=1)([CH3:4])([CH3:3])[CH3:2], predict the reaction product. The product is: [C:1]([C:5]1[O:9][N:8]=[C:7]([NH:10][C:11](=[O:39])[CH2:12][C:13]2[CH:14]=[CH:15][C:16]([C:19]3[N:23]4[CH:24]=[CH:25][C:26]([C:28]5[CH:29]=[N:30][NH:31][CH:32]=5)=[CH:27][C:22]4=[N:21][CH:20]=3)=[CH:17][CH:18]=2)[CH:6]=1)([CH3:4])([CH3:2])[CH3:3]. (8) Given the reactants I[CH2:2][C@H:3]1[O:8][CH2:7][C@@H:6]([CH3:9])[N:5]([CH2:10][C:11]2[CH:16]=[CH:15][CH:14]=[CH:13][CH:12]=2)[CH2:4]1, predict the reaction product. The product is: [CH3:2][C@H:3]1[O:8][CH2:7][C@@H:6]([CH3:9])[N:5]([CH2:10][C:11]2[CH:16]=[CH:15][CH:14]=[CH:13][CH:12]=2)[CH2:4]1. (9) Given the reactants [N+:1]([C:4]1[CH:5]=[C:6]2[C:11](=[CH:12][CH:13]=1)[CH2:10][NH:9][C:8](=[O:14])[CH2:7]2)([O-])=O, predict the reaction product. The product is: [NH2:1][C:4]1[CH:5]=[C:6]2[C:11](=[CH:12][CH:13]=1)[CH2:10][NH:9][C:8](=[O:14])[CH2:7]2.